From a dataset of Catalyst prediction with 721,799 reactions and 888 catalyst types from USPTO. Predict which catalyst facilitates the given reaction. Reactant: C1([C:7]2(CC=O)[CH2:16][CH2:15][CH2:14][CH2:13][C:8]32[O:12][CH2:11][CH2:10][O:9]3)C=CC=CC=1.[C:33]1(P(=CC(OC)=O)([C:33]2[CH:38]=[CH:37][CH:36]=[CH:35][CH:34]=2)[C:33]2[CH:38]=[CH:37][CH:36]=[CH:35][CH:34]=2)[CH:38]=[CH:37][CH:36]=[CH:35][CH:34]=1. Product: [C:33]1([C:7]2([CH2:15]/[CH:16]=[CH:7]/[C:8]([O:9][CH3:10])=[O:12])[CH2:16][CH2:15][CH2:14][CH2:13][C:8]32[O:12][CH2:11][CH2:10][O:9]3)[CH:34]=[CH:35][CH:36]=[CH:37][CH:38]=1. The catalyst class is: 1.